From a dataset of Forward reaction prediction with 1.9M reactions from USPTO patents (1976-2016). Predict the product of the given reaction. (1) Given the reactants C([O:8][CH2:9][CH2:10][NH:11][C:12]1[N:17]=[C:16]([C:18]([N:20]2[CH2:25][CH2:24][CH:23]([N:26]3[CH2:30][CH2:29][CH2:28][CH2:27]3)[CH2:22][CH2:21]2)=[O:19])[C:15]([CH3:31])=[CH:14][C:13]=1[C:32]1[CH:37]=[CH:36][CH:35]=[C:34]([C:38]([F:41])([F:40])[F:39])[CH:33]=1)C1C=CC=CC=1.Cl.[H][H], predict the reaction product. The product is: [OH:8][CH2:9][CH2:10][NH:11][C:12]1[N:17]=[C:16]([C:18]([N:20]2[CH2:21][CH2:22][CH:23]([N:26]3[CH2:27][CH2:28][CH2:29][CH2:30]3)[CH2:24][CH2:25]2)=[O:19])[C:15]([CH3:31])=[CH:14][C:13]=1[C:32]1[CH:37]=[CH:36][CH:35]=[C:34]([C:38]([F:39])([F:41])[F:40])[CH:33]=1. (2) Given the reactants O1C=CC=C1.[NH:6]([C:16]([O:18][CH2:19][CH:20]1[C:32]2[C:27](=[CH:28][CH:29]=[CH:30][CH:31]=2)[C:26]2[C:21]1=[CH:22][CH:23]=[CH:24][CH:25]=2)=[O:17])[C@H:7]([C:13]([OH:15])=[O:14])[CH2:8][CH2:9][CH2:10][CH2:11][NH2:12].C(N)(N)=O.[CH2:37]([N:43]=[C:44]=[O:45])[C:38]1[O:42][CH:41]=[CH:40][CH:39]=1, predict the reaction product. The product is: [CH:22]1[C:21]2[CH:20]([CH2:19][O:18][C:16]([NH:6][CH:7]([CH2:8][CH2:9][CH2:10][CH2:11][NH:12][C:44]([NH:43][CH2:37][C:38]3[O:42][CH:41]=[CH:40][CH:39]=3)=[O:45])[C:13]([OH:15])=[O:14])=[O:17])[C:32]3[C:27](=[CH:28][CH:29]=[CH:30][CH:31]=3)[C:26]=2[CH:25]=[CH:24][CH:23]=1. (3) Given the reactants Cl[C:2]1[C:11]2[C:6](=[CH:7][C:8]([O:14][CH2:15][CH2:16][N:17]([CH3:21])[CH2:18][C:19]#[CH:20])=[C:9]([O:12][CH3:13])[CH:10]=2)[N:5]=[CH:4][N:3]=1.[OH:22][C:23]1[CH:24]=[C:25]2[C:29](=[N:30][CH:31]=1)[NH:28][CH:27]=[CH:26]2, predict the reaction product. The product is: [NH:28]1[C:29]2[C:25](=[CH:24][C:23]([O:22][C:2]3[C:11]4[C:6](=[CH:7][C:8]([O:14][CH2:15][CH2:16][N:17]([CH3:21])[CH2:18][C:19]#[CH:20])=[C:9]([O:12][CH3:13])[CH:10]=4)[N:5]=[CH:4][N:3]=3)=[CH:31][N:30]=2)[CH:26]=[CH:27]1. (4) Given the reactants [C:1]([C:3]1[CH:4]=[CH:5][C:6]([NH2:9])=[N:7][CH:8]=1)#[CH:2].[CH2:10]([O:17][C:18]1[CH:23]=[CH:22][C:21]([CH2:24][C:25](Cl)=[N:26][OH:27])=[CH:20][CH:19]=1)[C:11]1[CH:16]=[CH:15][CH:14]=[CH:13][CH:12]=1.C(N(CC)CC)C, predict the reaction product. The product is: [CH2:10]([O:17][C:18]1[CH:23]=[CH:22][C:21]([CH2:24][C:25]2[CH:2]=[C:1]([C:3]3[CH:4]=[CH:5][C:6]([NH2:9])=[N:7][CH:8]=3)[O:27][N:26]=2)=[CH:20][CH:19]=1)[C:11]1[CH:12]=[CH:13][CH:14]=[CH:15][CH:16]=1. (5) The product is: [C:1]([C:5]1[CH:15]=[CH:14][CH:13]=[CH:12][C:6]=1[O:7][CH:8]1[CH2:9][N:10]([C:29]([C:26]2[CH:25]=[C:24]([CH3:23])[O:28][N:27]=2)=[O:30])[CH2:11]1)([CH3:4])([CH3:2])[CH3:3]. Given the reactants [C:1]([C:5]1[CH:15]=[CH:14][CH:13]=[CH:12][C:6]=1[O:7][CH:8]1[CH2:11][NH:10][CH2:9]1)([CH3:4])([CH3:3])[CH3:2].C(N(CC)CC)C.[CH3:23][C:24]1[O:28][N:27]=[C:26]([C:29](Cl)=[O:30])[CH:25]=1, predict the reaction product. (6) Given the reactants [NH2:1][C:2](=[N:23][OH:24])[C:3]1[CH:8]=[CH:7][N:6]=[C:5]([N:9]2[CH2:14][CH2:13][N:12]([C:15]([O:17][CH2:18][C:19]([CH3:22])([CH3:21])[CH3:20])=[O:16])[CH2:11][CH2:10]2)[CH:4]=1.[CH3:25][O:26][CH2:27]C(Cl)=O, predict the reaction product. The product is: [CH3:25][O:26][C:27]1[O:24][N:23]=[C:2]([C:3]2[CH:8]=[CH:7][N:6]=[C:5]([N:9]3[CH2:14][CH2:13][N:12]([C:15]([O:17][CH2:18][C:19]([CH3:20])([CH3:21])[CH3:22])=[O:16])[CH2:11][CH2:10]3)[CH:4]=2)[N:1]=1. (7) Given the reactants [CH2:1]1[C:4]2([CH2:7][N:6]([C:8]3[N:13]=[C:12](C(O)=O)[CH:11]=[CH:10][CH:9]=3)[CH2:5]2)[CH2:3][O:2]1.CC[N:19]([CH2:22]C)CC.C1(P(N=[N+]=[N-])(C2C=CC=CC=2)=[O:31])C=CC=CC=1.[CH3:41][C:42]([OH:45])([CH3:44])[CH3:43], predict the reaction product. The product is: [CH2:3]1[C:4]2([CH2:5][N:6]([C:8]3[N:13]=[C:12]([NH:19][C:22](=[O:31])[O:45][C:42]([CH3:44])([CH3:43])[CH3:41])[CH:11]=[CH:10][CH:9]=3)[CH2:7]2)[CH2:1][O:2]1.